From a dataset of Reaction yield outcomes from USPTO patents with 853,638 reactions. Predict the reaction yield, written as a fraction of the theoretical maximum amount of product (1.0 means a 100% yield; for example, 0.34 means a 34% yield). (1) The reactants are [C:1]1([C@H:7]([O:9][C:10](=[O:27])[NH:11][C:12]2[N:13]([C:18]3[CH:23]=[CH:22][C:21](Br)=[CH:20][C:19]=3[O:25][CH3:26])[N:14]=[N:15][C:16]=2[CH3:17])[CH3:8])[CH:6]=[CH:5][CH:4]=[CH:3][CH:2]=1.CC1(C)C(C)(C)OB([C:36]2[CH:41]=[CH:40][C:39]([C:42]3([C:45]([O:47][CH3:48])=[O:46])[CH2:44][CH2:43]3)=[CH:38][CH:37]=2)O1.C1(P(C2CCCCC2)C2C=CC=CC=2C2C(OC)=CC=CC=2OC)CCCCC1.[O-]P([O-])([O-])=O.[K+].[K+].[K+]. The catalyst is [Cl-].[Na+].O.C([O-])(=O)C.[Pd+2].C([O-])(=O)C.O.C1(C)C=CC=CC=1. The product is [CH3:48][O:47][C:45]([C:42]1([C:39]2[CH:40]=[CH:41][C:36]([C:21]3[CH:22]=[CH:23][C:18]([N:13]4[C:12]([NH:11][C:10]([O:9][C@@H:7]([C:1]5[CH:6]=[CH:5][CH:4]=[CH:3][CH:2]=5)[CH3:8])=[O:27])=[C:16]([CH3:17])[N:15]=[N:14]4)=[C:19]([O:25][CH3:26])[CH:20]=3)=[CH:37][CH:38]=2)[CH2:44][CH2:43]1)=[O:46]. The yield is 0.750. (2) The reactants are Br[C:2]1[N:3]=[CH:4][C:5]([NH2:9])=[N:6][C:7]=1[Cl:8].[C:10]([C:12]1[CH:17]=[CH:16][C:15](B(O)O)=[CH:14][CH:13]=1)#[N:11].C(=O)([O-])[O-].[Na+].[Na+]. The catalyst is O1CCOCC1.O.Cl[Pd](Cl)(P(C(C)(C)C)(C(C)(C)C)C1C=CC(N(C)C)=CC=1)P(C1C=CC(N(C)C)=CC=1)(C(C)(C)C)C(C)(C)C. The product is [NH2:9][C:5]1[N:6]=[C:7]([Cl:8])[C:2]([C:15]2[CH:16]=[CH:17][C:12]([C:10]#[N:11])=[CH:13][CH:14]=2)=[N:3][CH:4]=1. The yield is 0.910. (3) The reactants are [H-].[Na+].[F:3][C:4]1[CH:5]=[C:6]([CH:11]([OH:16])[C:12]([F:15])([F:14])[F:13])[CH:7]=[CH:8][C:9]=1[F:10].[Cl:17][C:18]1[CH:23]=[C:22](Cl)[N:21]=[CH:20][N:19]=1. The catalyst is C1COCC1. The product is [Cl:17][C:18]1[CH:23]=[C:22]([O:16][CH:11]([C:6]2[CH:7]=[CH:8][C:9]([F:10])=[C:4]([F:3])[CH:5]=2)[C:12]([F:13])([F:14])[F:15])[N:21]=[CH:20][N:19]=1. The yield is 0.700. (4) The reactants are Cl.[CH3:2][O:3][C:4]1[CH:5]=[C:6]([CH:8]=[C:9]([O:11][CH3:12])[CH:10]=1)[NH2:7].[C:13](Cl)(=[O:17])[C:14](Cl)=[O:15]. No catalyst specified. The product is [CH3:12][O:11][C:9]1[CH:10]=[C:4]([O:3][CH3:2])[CH:5]=[C:6]2[C:8]=1[C:13](=[O:17])[C:14](=[O:15])[NH:7]2. The yield is 0.460. (5) The reactants are [C:1]([O:5][C:6]([NH:8][C:9]([CH3:29])([CH3:28])[CH2:10][C:11]1[C:19]2[C:14](=[C:15](OS(C(F)(F)F)(=O)=O)[CH:16]=[CH:17][CH:18]=2)[NH:13][CH:12]=1)=[O:7])([CH3:4])([CH3:3])[CH3:2].C(N(CC)CC)C.[F:37][C:38]([F:53])([F:52])[C:39]1[CH:44]=[C:43]([C:45]([F:48])([F:47])[F:46])[CH:42]=[CH:41][C:40]=1B(O)O. The catalyst is CN(C)C=O.[Cl-].[Na+].O.C(OCC)(=O)C.[Pd].C1(P(C2C=CC=CC=2)C2C=CC=CC=2)C=CC=CC=1.C1(P(C2C=CC=CC=2)C2C=CC=CC=2)C=CC=CC=1.C1(P(C2C=CC=CC=2)C2C=CC=CC=2)C=CC=CC=1.C1(P(C2C=CC=CC=2)C2C=CC=CC=2)C=CC=CC=1. The product is [C:1]([O:5][C:6](=[O:7])[NH:8][C:9]([CH3:29])([CH3:28])[CH2:10][C:11]1[C:19]2[C:14](=[C:15]([C:40]3[CH:41]=[CH:42][C:43]([C:45]([F:48])([F:46])[F:47])=[CH:44][C:39]=3[C:38]([F:37])([F:52])[F:53])[CH:16]=[CH:17][CH:18]=2)[NH:13][CH:12]=1)([CH3:3])([CH3:2])[CH3:4]. The yield is 0.890. (6) The reactants are S([O-])(O)(=O)=O.[Na+].[CH2:7]([O:11][CH2:12][CH2:13][CH2:14][CH2:15]OC=C)[CH:8]1[O:10][CH2:9]1.C(=O)([O-])[OH:20].[Na+]. The catalyst is O. The product is [CH2:7]([O:11][CH:12]([OH:20])[CH2:13][CH2:14][CH3:15])[CH:8]1[O:10][CH2:9]1. The yield is 0.940. (7) The reactants are [H-].[Na+].[Br:3][C:4]1[S:5][C:6]2[CH2:7][C:8]3[C:14]([C:15]4[CH:20]=[CH:19][C:18]([O:21][CH3:22])=[CH:17][CH:16]=4)=[N:13][NH:12][C:9]=3[C:10]=2[CH:11]=1.[CH3:23][Si:24]([CH2:27][CH2:28][O:29][CH2:30]Cl)([CH3:26])[CH3:25]. The catalyst is C1COCC1. The product is [Br:3][C:4]1[S:5][C:6]2[CH2:7][C:8]3[C:14]([C:15]4[CH:20]=[CH:19][C:18]([O:21][CH3:22])=[CH:17][CH:16]=4)=[N:13][N:12]([CH2:30][O:29][CH2:28][CH2:27][Si:24]([CH3:26])([CH3:25])[CH3:23])[C:9]=3[C:10]=2[CH:11]=1. The yield is 0.750. (8) The reactants are Cl.[C:2]([C:6]1[CH:27]=[CH:26][CH:25]=[CH:24][C:7]=1[O:8][CH2:9][CH2:10][N:11]([CH3:23])[C:12]([C:14]1[C:22]2[CH2:21][CH2:20][NH:19][CH2:18][C:17]=2[NH:16][N:15]=1)=[O:13])([CH3:5])([CH3:4])[CH3:3].[CH3:28][S:29](Cl)(=[O:31])=[O:30]. No catalyst specified. The product is [C:2]([C:6]1[CH:27]=[CH:26][CH:25]=[CH:24][C:7]=1[O:8][CH2:9][CH2:10][N:11]([CH3:23])[C:12]([C:14]1[C:22]2[CH2:21][CH2:20][N:19]([S:29]([CH3:28])(=[O:31])=[O:30])[CH2:18][C:17]=2[NH:16][N:15]=1)=[O:13])([CH3:5])([CH3:3])[CH3:4]. The yield is 0.420.